From a dataset of Reaction yield outcomes from USPTO patents with 853,638 reactions. Predict the reaction yield, written as a fraction of the theoretical maximum amount of product (1.0 means a 100% yield; for example, 0.34 means a 34% yield). (1) The reactants are [F:1][C:2]1[CH:3]=[C:4]2[C:9](=[CH:10][CH:11]=1)[N:8]([CH2:12][CH2:13][N:14]1[CH2:19][CH2:18][CH:17]([NH:20]C(=O)OC(C)(C)C)[CH2:16][CH2:15]1)[C:7](=[O:28])[CH:6]=[N:5]2.FC(F)(F)C(O)=O.NC1CCN(CCN2C3C(=CC=C(F)C=3)N=CC2=O)CC1. The catalyst is ClCCl. The product is [NH2:20][CH:17]1[CH2:16][CH2:15][N:14]([CH2:13][CH2:12][N:8]2[C:9]3[C:4](=[CH:3][C:2]([F:1])=[CH:11][CH:10]=3)[N:5]=[CH:6][C:7]2=[O:28])[CH2:19][CH2:18]1. The yield is 0.930. (2) The reactants are [CH3:1][O:2][C:3]1[CH:12]=[CH:11][CH:10]=[C:9]2[C:4]=1[CH:5]=[C:6]([C:13]#N)[CH2:7][O:8]2.[OH-:15].[Na+].[OH2:17].Cl. No catalyst specified. The product is [CH3:1][O:2][C:3]1[CH:12]=[CH:11][CH:10]=[C:9]2[C:4]=1[CH:5]=[C:6]([C:13]([OH:17])=[O:15])[CH2:7][O:8]2. The yield is 0.980. (3) The reactants are COC1C=CC(B2OC(C)(C)C(C)(C)O2)=CN=1.[C:18]([N:21]1[C:28]2[CH:29]=[CH:30][CH:31]=[CH:32][C:27]=2[CH:26]=[CH:25][C:24]2[N:33]=[C:34]([C:38]3[CH:39]=[N:40][C:41]([O:44][CH3:45])=[CH:42][CH:43]=3)[C:35](F)=[CH:36][C:23]=2[CH2:22]1)(=[O:20])[CH3:19]. No catalyst specified. The product is [C:18]([N:21]1[C:28]2[CH:29]=[CH:30][CH:31]=[CH:32][C:27]=2[CH:26]=[CH:25][C:24]2[N:33]=[C:34]([C:38]3[CH:39]=[N:40][C:41]([O:44][CH3:45])=[CH:42][CH:43]=3)[CH:35]=[CH:36][C:23]=2[CH2:22]1)(=[O:20])[CH3:19]. The yield is 0.590. (4) The reactants are [ClH:1].[CH3:2][C:3]1[CH:11]=[CH:10][C:9]2[N:8]([CH2:12][CH2:13][C:14]3[CH:15]=[N:16][C:17]([CH3:20])=[CH:18][CH:19]=3)[C:7]3[CH2:21][CH2:22][N:23](C(OC(C)(C)C)=O)[CH2:24][C:6]=3[C:5]=2[CH:4]=1. The catalyst is CO. The product is [ClH:1].[ClH:1].[CH3:2][C:3]1[CH:11]=[CH:10][C:9]2[N:8]([CH2:12][CH2:13][C:14]3[CH:15]=[N:16][C:17]([CH3:20])=[CH:18][CH:19]=3)[C:7]3[CH2:21][CH2:22][NH:23][CH2:24][C:6]=3[C:5]=2[CH:4]=1. The yield is 0.610. (5) The reactants are [CH3:1][C:2]1[CH:3]=[C:4]([C:12]2[CH:17]=[CH:16][C:15]([N+:18]([O-:20])=[O:19])=[CH:14][CH:13]=2)[CH:5]=[CH:6][C:7]=1[C:8]([O:10]C)=[O:9].CO.O.[OH-].[Na+]. The catalyst is C1COCC1. The product is [CH3:1][C:2]1[CH:3]=[C:4]([C:12]2[CH:17]=[CH:16][C:15]([N+:18]([O-:20])=[O:19])=[CH:14][CH:13]=2)[CH:5]=[CH:6][C:7]=1[C:8]([OH:10])=[O:9]. The yield is 0.940. (6) The reactants are [Br:1][C:2]1[CH:3]=[C:4]([N+:15]([O-])=O)[C:5]([O:8][CH2:9][C:10](OCC)=[O:11])=[N:6][CH:7]=1.[Sn]. The catalyst is Cl.O. The product is [Br:1][C:2]1[CH:7]=[N:6][C:5]2[O:8][CH2:9][C:10](=[O:11])[NH:15][C:4]=2[CH:3]=1. The yield is 0.820.